The task is: Predict the reactants needed to synthesize the given product.. This data is from Full USPTO retrosynthesis dataset with 1.9M reactions from patents (1976-2016). (1) Given the product [C:21]([CH2:18][C:5]1[C:4]([C:3]([O:2][CH3:1])=[O:20])=[CH:13][C:12]([O:14][CH:15]([CH3:17])[CH3:16])=[CH:11][C:6]=1[C:7]([O:9][CH3:10])=[O:8])#[N:22], predict the reactants needed to synthesize it. The reactants are: [CH3:1][O:2][C:3](=[O:20])[C:4]1[CH:13]=[C:12]([O:14][CH:15]([CH3:17])[CH3:16])[CH:11]=[C:6]([C:7]([O:9][CH3:10])=[O:8])[C:5]=1[CH2:18]Br.[C-:21]#[N:22].[Na+]. (2) The reactants are: Br[C:2]1[CH:3]=[C:4]2[C:8](=[C:9]([C:11]([NH2:13])=[O:12])[CH:10]=1)[NH:7][CH:6]=[C:5]2[C@@H:14]1[CH2:19][CH2:18][S:17](=[O:21])(=[O:20])[C@@H:16]([CH:22]([CH3:24])[CH3:23])[CH2:15]1.[O:25]1[CH2:30][CH2:29]O[CH2:27][CH2:26]1.O1C=CC=C1B(O)O.C([O-])([O-])=O.[K+].[K+]. Given the product [O:25]1[CH:30]=[CH:29][CH:27]=[C:26]1[C:2]1[CH:3]=[C:4]2[C:8](=[C:9]([C:11]([NH2:13])=[O:12])[CH:10]=1)[NH:7][CH:6]=[C:5]2[C@@H:14]1[CH2:19][CH2:18][S:17](=[O:21])(=[O:20])[C@@H:16]([CH:22]([CH3:23])[CH3:24])[CH2:15]1, predict the reactants needed to synthesize it. (3) Given the product [CH3:9][O:10][C:11]([C:13]1[NH:14][C:15]2[C:20]([C:21]=1[Cl:22])=[CH:19][C:18]([I:1])=[CH:17][C:16]=2[C:23]([F:26])([F:24])[F:25])=[O:12], predict the reactants needed to synthesize it. The reactants are: [I:1]I.I([O-])(=O)(=O)=O.[Na+].[CH3:9][O:10][C:11]([C:13]1[NH:14][C:15]2[C:20]([C:21]=1[Cl:22])=[CH:19][CH:18]=[CH:17][C:16]=2[C:23]([F:26])([F:25])[F:24])=[O:12].